From a dataset of Full USPTO retrosynthesis dataset with 1.9M reactions from patents (1976-2016). Predict the reactants needed to synthesize the given product. (1) Given the product [CH2:31]([O:38][C:39](=[O:45])[CH:40]([NH:41][C:16]([C@@H:11]1[CH2:12][S:13][CH2:14][CH2:15][N:10]1[S:7]([C:4]1[CH:3]=[CH:2][C:1]([CH3:19])=[CH:6][CH:5]=1)(=[O:8])=[O:9])=[O:18])[CH:42]([CH3:44])[CH3:43])[C:32]1[CH:37]=[CH:36][CH:35]=[CH:34][CH:33]=1, predict the reactants needed to synthesize it. The reactants are: [C:1]1([CH3:19])[CH:6]=[CH:5][C:4]([S:7]([N:10]2[CH2:15][CH2:14][S:13][CH2:12][C@H:11]2[C:16]([OH:18])=O)(=[O:9])=[O:8])=[CH:3][CH:2]=1.C1(C)C=CC(S(O)(=O)=O)=CC=1.[CH2:31]([O:38][C:39](=[O:45])[C@H:40]([CH:42]([CH3:44])[CH3:43])[NH2:41])[C:32]1[CH:37]=[CH:36][CH:35]=[CH:34][CH:33]=1.C1CCC(N=C=NC2CCCCC2)CC1. (2) The reactants are: [OH-:1].[K+].C(N[C:7]1[C:8]([N+:18]([O-:20])=[O:19])=[C:9]([C:13]([Cl:17])=[CH:14][C:15]=1[Cl:16])[C:10]([OH:12])=[O:11])(=O)C. Given the product [Cl:16][C:15]1[CH:14]=[C:13]([Cl:17])[C:9]([C:10]([OH:12])=[O:11])=[C:8]([N+:18]([O-:20])=[O:19])[C:7]=1[OH:1], predict the reactants needed to synthesize it. (3) Given the product [NH2:8][C:3]1[C:2]([C:25]2[CH:26]=[CH:27][C:22]([C:20]([NH:19][C@@H:16]([C:12]3[CH:13]=[CH:14][CH:15]=[C:10]([Cl:9])[CH:11]=3)[CH2:17][OH:18])=[O:21])=[C:23]([F:31])[CH:24]=2)=[N:7][CH:6]=[CH:5][N:4]=1, predict the reactants needed to synthesize it. The reactants are: Cl[C:2]1[C:3]([NH2:8])=[N:4][CH:5]=[CH:6][N:7]=1.[Cl:9][C:10]1[CH:11]=[C:12]([C@H:16]([NH:19][C:20]([C:22]2[CH:27]=[CH:26][C:25](B(O)O)=[CH:24][C:23]=2[F:31])=[O:21])[CH2:17][OH:18])[CH:13]=[CH:14][CH:15]=1.C([O-])([O-])=O.[Na+].[Na+].S([O-])([O-])(=O)=O.[Na+].[Na+]. (4) The reactants are: [CH3:1][O:2][C:3]1[CH:4]=[C:5]([C@@H:9]2[CH2:14][NH:13][CH2:12][CH2:11][NH:10]2)[CH:6]=[CH:7][CH:8]=1.Cl[C:16]1[C:25]2[C:20](=[CH:21][C:22]([O:28][CH3:29])=[C:23]([O:26][CH3:27])[CH:24]=2)[N:19]=[CH:18][N:17]=1. Given the product [CH3:27][O:26][C:23]1[CH:24]=[C:25]2[C:20](=[CH:21][C:22]=1[O:28][CH3:29])[N:19]=[CH:18][N:17]=[C:16]2[N:13]1[CH2:12][CH2:11][NH:10][C@H:9]([C:5]2[CH:6]=[CH:7][CH:8]=[C:3]([O:2][CH3:1])[CH:4]=2)[CH2:14]1, predict the reactants needed to synthesize it. (5) Given the product [F:1][C:2]1[CH:7]=[C:6]([F:8])[CH:5]=[CH:4][C:3]=1/[CH:9]=[CH:10]/[C:11]1[CH:12]=[CH:13][C:14]([S:17]([C:20]2[CH:27]=[CH:26][C:23]([C:24]([NH2:25])=[O:29])=[CH:22][CH:21]=2)(=[O:18])=[O:19])=[CH:15][CH:16]=1, predict the reactants needed to synthesize it. The reactants are: [F:1][C:2]1[CH:7]=[C:6]([F:8])[CH:5]=[CH:4][C:3]=1/[CH:9]=[CH:10]/[C:11]1[CH:16]=[CH:15][C:14]([S:17]([C:20]2[CH:27]=[CH:26][C:23]([C:24]#[N:25])=[CH:22][CH:21]=2)(=[O:19])=[O:18])=[CH:13][CH:12]=1.C(=O)([O-])[O-:29].[K+].[K+].OO.[Na].